Dataset: Peptide-MHC class I binding affinity with 185,985 pairs from IEDB/IMGT. Task: Regression. Given a peptide amino acid sequence and an MHC pseudo amino acid sequence, predict their binding affinity value. This is MHC class I binding data. (1) The peptide sequence is TVLGLGLSLK. The MHC is HLA-A31:01 with pseudo-sequence HLA-A31:01. The binding affinity (normalized) is 0.372. (2) The peptide sequence is LLNILTIAV. The MHC is H-2-Db with pseudo-sequence H-2-Db. The binding affinity (normalized) is 0.204. (3) The peptide sequence is RPRVAQLTF. The MHC is HLA-B58:01 with pseudo-sequence HLA-B58:01. The binding affinity (normalized) is 0.0847. (4) The peptide sequence is TYIGSLPGK. The MHC is HLA-B35:01 with pseudo-sequence HLA-B35:01. The binding affinity (normalized) is 0.0847. (5) The peptide sequence is PYIACRTSI. The MHC is HLA-B15:01 with pseudo-sequence HLA-B15:01. The binding affinity (normalized) is 0.